Dataset: Full USPTO retrosynthesis dataset with 1.9M reactions from patents (1976-2016). Task: Predict the reactants needed to synthesize the given product. (1) Given the product [ClH:36].[ClH:36].[N:1]1([CH:7]2[CH2:8][CH2:9][N:10]([C:13]([O:15][C:16]3[CH:21]=[C:20]([F:22])[CH:19]=[CH:18][C:17]=3/[CH:23]=[C:24]3\[C:25](=[O:35])[N:26]=[C:27]([N:29]4[CH2:34][CH2:33][CH2:32][CH2:31][NH:30]4)[S:28]\3)=[O:14])[CH2:11][CH2:12]2)[CH2:2][CH2:3][CH2:4][CH2:5][CH2:6]1, predict the reactants needed to synthesize it. The reactants are: [N:1]1([CH:7]2[CH2:12][CH2:11][N:10]([C:13]([O:15][C:16]3[CH:21]=[C:20]([F:22])[CH:19]=[CH:18][C:17]=3/[CH:23]=[C:24]3\[C:25](=[O:35])[N:26]=[C:27]([N:29]4[CH2:34][CH2:33][CH2:32][CH2:31][NH:30]4)[S:28]\3)=[O:14])[CH2:9][CH2:8]2)[CH2:6][CH2:5][CH2:4][CH2:3][CH2:2]1.[ClH:36].O1CCOCC1. (2) Given the product [F:1][C:2]([F:10])([F:11])[C:3]1[CH:4]=[CH:5][C:6]([O:9][CH:13]2[CH2:14][CH2:15][CH2:16][CH2:17][O:12]2)=[CH:7][CH:8]=1, predict the reactants needed to synthesize it. The reactants are: [F:1][C:2]([F:11])([F:10])[C:3]1[CH:8]=[CH:7][C:6]([OH:9])=[CH:5][CH:4]=1.[O:12]1[CH:17]=[CH:16][CH2:15][CH2:14][CH2:13]1.